Binary Classification. Given a miRNA mature sequence and a target amino acid sequence, predict their likelihood of interaction. From a dataset of Experimentally validated miRNA-target interactions with 360,000+ pairs, plus equal number of negative samples. (1) The miRNA is hsa-miR-6780a-5p with sequence UUGGGAGGGAAGACAGCUGGAGA. The protein sequence of the target gene is MAMMVFPREEKLSQDEIVLGTKAVIQGLETLRGEHRALLAPLVAPEAGEAEPGSQERCILLRRSLEAIELGLGEAQVILALSSHLGAVESEKQKLRAQVRRLVQENQWLREELAGTQQKLQRSEQAVAQLEEEKQHLLFMSQIRKLDEDASPNEEKGDVPKDTLDDLFPNEDEQSPAPSPGGGDVSGQHGGYEIPARLRTLHNLVIQYASQGRYEVAVPLCKQALEDLEKTSGHDHPDVATMLNILALVYRDQNKYKEAAHLLNDALAIREKTLGKDHPAVAATLNNLAVLYGKRGKYKE.... Result: 1 (interaction). (2) The miRNA is hsa-miR-18a-3p with sequence ACUGCCCUAAGUGCUCCUUCUGG. The protein sequence of the target gene is MHFSIPETESRSGDSGGSAYVAYNIHVNGVLHCRVRYSQLLGLHEQLRKEYGANVLPAFPPKKLFSLTPAEVEQRREQLEKYMQAVRQDPLLGSSETFNSFLRRAQQETQQVPTEEVSLEVLLSNGQKVLVNVLTSDQTEDVLEAVAAKLDLPDDLIGYFSLFLVREKEDGAFSFVRKLQEFELPYVSVTSLRSQEYKIVLRKSYWDSAYDDDVMENRVGLNLLYAQTVSDIERGWILVTKEQHRQLKSLQEKVSKKEFLRLAQTLRHYGYLRFDACVADFPEKDCPVVVSAGNSELSLQ.... Result: 1 (interaction). (3) The miRNA is hsa-miR-7160-5p with sequence UGCUGAGGUCCGGGCUGUGCC. Result: 0 (no interaction). The protein sequence of the target gene is MSNVSEERRKRQQNIKEGLQFIQSPLSYPGTQEQYAVYLRALVRNLFNEGNDVYREHDWNNSISQYTEALNIADYAKSEEILIPKEIIEKLYINRIACYSNMGFHDKVLEDCNIVLSLNASNCKALYRKSKALSDLGRYKKAYDAVAKCSLAVPQDEHVIKLTQELAQKLGFKIRKAYVRAELSLKSVPGDGATKALNHSVEDIEPDLLTPRQEAVPVVSLPAPSFSHEVGSELASVPVMPLTSILPLQVEESALPSAVLANGGKMPFTMPEAFLDDGDMVLGDELDDLLDSAPETNETV.... (4) The miRNA is hsa-miR-5006-3p with sequence UUUCCCUUUCCAUCCUGGCAG. The protein sequence of the target gene is MGKVNVAKLRYMSRDDFRVLTAVEMGMKNHEIVPCSLIASIASLKHGGCNKILRELVKHKLIAWERTKTVQGYRLTNAGYDYLALKTLSSRQVVESVGNQMGVGKESDIYIVANEAGQQLALKLHRLGRTSFRNLKNKRDYHKHRHNVSWLYLSRLSAMKEFAYMKALYERKFPVPKPIDYNRHAVIMELINGYPLCQIHHVEDPASVYDEAMELIVKLGNHGLIHGDFNEFNLMLDKDDHITMIDFPQMVSTSHPNAEWYFDRDVKCIREFFMKRFSYESELYPTFSDIRKEDSLDVEV.... Result: 0 (no interaction). (5) The miRNA is hsa-miR-670-3p with sequence UUUCCUCAUAUUCAUUCAGGA. The protein sequence of the target gene is MGMRARVPKVAHSTRRPPAARMWLPRFSSKTVTVLLLAQTTCLLLFIISRPGPSSPAGGEDRVHVLVLSSWRSGSSFLGQLFSQHPDVFYLMEPAWHVWTTLSQGSAATLHMAVRDLMRSIFLCDMDVFDAYMPQSRNLSAFFNWATSRALCSPPACSAFPRGTISKQDVCKTLCTRQPFSLAREACRSYSHVVLKEVRFFNLQVLYPLLSDPALNLRIVHLVRDPRAVLRSREAAGPILARDNGIVLGTNGKWVEADPHLRLIREVCRSHVRIAEAATLKPPPFLRGRYRLVRFEDLAR.... Result: 0 (no interaction). (6) Result: 1 (interaction). The miRNA is mmu-miR-466p-5p with sequence UAUGUGUGUGUACAUGUACAU. The protein sequence of the target gene is MAALLMPRRNKGMRTRLGCLSHKSDSCSDFTAILPDKPNRALKRLSTEEATRWAESFDVLLSHKYGVAAFRAFLKTEFSEENLEFWLACEEFKKTRSTAKLVTKAHRIFEEFVDVQAPREVNIDFQTREATRKNMQEPSLTCFDQAQGKVHSLMEKDSYPRFLRSKMYLDLLSQSQRRLS. (7) The miRNA is mmu-miR-3082-3p with sequence CACAUGGCACUCAACUCUGCAG. The protein sequence of the target gene is MSDGAAARRWGKCGPPCSRESIMVAFKGVWTQAFWKAVTAEFLAMLIFVLLSVGSTINWGGSENPLPVDMVLISLCFGLSIATMVQCFGHISGGHINPAVTVAMVCTRKISIAKSVFYITAQCLGAIIGAGILYLVTPPSVVGGLGVTTVHGNLTAGHGLLVELIITFQLVFTIFASCDSKRTDVTGSVALAIGFSVAIGHLFAINYTGASMNPARSFGPAVIMGNWENHWIYWVGPIIGAVLAGALYEYVFCPDVELKRRLKEAFSKAAQQTKGSYMEVEDNRSQVETEDLILKPGVVH.... Result: 0 (no interaction).